Dataset: Peptide-MHC class II binding affinity with 134,281 pairs from IEDB. Task: Regression. Given a peptide amino acid sequence and an MHC pseudo amino acid sequence, predict their binding affinity value. This is MHC class II binding data. (1) The peptide sequence is DIIFDIYFAILMMSC. The MHC is HLA-DPA10301-DPB10402 with pseudo-sequence HLA-DPA10301-DPB10402. The binding affinity (normalized) is 0.533. (2) The MHC is DRB4_0101 with pseudo-sequence DRB4_0103. The binding affinity (normalized) is 0. The peptide sequence is FKPFAEYKSDYVYEP. (3) The peptide sequence is HAPAAPANPGLIIGALAGST. The MHC is DRB1_0405 with pseudo-sequence DRB1_0405. The binding affinity (normalized) is 0.119. (4) The peptide sequence is YRQIRSGERFLKIWS. The binding affinity (normalized) is 0.953. The MHC is HLA-DPA10301-DPB10402 with pseudo-sequence HLA-DPA10301-DPB10402. (5) The peptide sequence is YLVCGERGFFYTPKT. The MHC is DRB1_1302 with pseudo-sequence DRB1_1302. The binding affinity (normalized) is 0.156.